Task: Binary Classification. Given a drug SMILES string, predict its activity (active/inactive) in a high-throughput screening assay against a specified biological target.. Dataset: Tyrosyl-DNA phosphodiesterase HTS with 341,365 compounds (1) The molecule is S(CC(=O)Nc1cc(cc(c1)C)C)c1nnc(c2sccc2)cc1. The result is 0 (inactive). (2) The drug is Ic1c2NCCCC(NC(=O)C(NC(=O)C(NC(=O)c2cc([N+]([O-])=O)c1)CCC\N=C(/N)N)CCC\N=C(/N)N)C(=O)N. The result is 0 (inactive). (3) The drug is BrC(Br)(Br)CBr. The result is 0 (inactive).